From a dataset of Forward reaction prediction with 1.9M reactions from USPTO patents (1976-2016). Predict the product of the given reaction. (1) Given the reactants [O:1]=[C:2]1[O:8][C@H:7]([C@H:9]([CH2:11][OH:12])[OH:10])[C:5]([OH:6])=[C:3]1[OH:4].[CH3:13][C:14]([CH2:21][CH2:22][CH2:23][CH:24]([CH3:31])[CH2:25][CH2:26][CH2:27][CH:28]([CH3:30])[CH3:29])=[CH:15][CH2:16][C:17](OC)=[O:18].O, predict the reaction product. The product is: [CH3:13][C:14]([CH2:21][CH2:22][CH2:23][CH:24]([CH3:31])[CH2:25][CH2:26][CH2:27][CH:28]([CH3:30])[CH3:29])=[CH:15][CH2:16][C:17]([O:4][C:3]1[C:2]([O:8][C@H:7]([C@H:9]([CH2:11][OH:12])[OH:10])[C:5]=1[OH:6])=[O:1])=[O:18]. (2) Given the reactants [Cl:1]C1C=C(C=CC=1)C(O)=O.[C:11]1([C:17]2[CH:21]=[N:20][NH:19][C:18]=2[C:22]2[C:30]3[C:25](=[N+:26]([O-])[CH:27]=[CH:28][CH:29]=3)[NH:24][CH:23]=2)[CH:16]=[CH:15][CH:14]=[CH:13][CH:12]=1.COS(OC)(=O)=O.[CH2:39]([NH2:46])[C:40]1[CH:45]=[CH:44][CH:43]=[CH:42][CH:41]=1.[ClH:47], predict the reaction product. The product is: [ClH:1].[ClH:47].[CH2:39]([NH:46][C:27]1[N:26]=[C:25]2[NH:24][CH:23]=[C:22]([C:18]3[NH:19][N:20]=[CH:21][C:17]=3[C:11]3[CH:16]=[CH:15][CH:14]=[CH:13][CH:12]=3)[C:30]2=[CH:29][CH:28]=1)[C:40]1[CH:45]=[CH:44][CH:43]=[CH:42][CH:41]=1. (3) The product is: [C:1]([O:5][C:6]([NH:8][C:9]1[C:17]([C:18]([OH:20])=[O:19])=[C:12]2[N:13]=[CH:14][CH:15]=[CH:16][N:11]2[N:10]=1)=[O:7])([CH3:4])([CH3:2])[CH3:3]. Given the reactants [C:1]([O:5][C:6]([N:8](C(OC(C)(C)C)=O)[C:9]1[C:17]([C:18]([O-:20])=[O:19])=[C:12]2[N:13]=[CH:14][CH:15]=[CH:16][N:11]2[N:10]=1)=[O:7])([CH3:4])([CH3:3])[CH3:2].[OH-].[Li+].C(O)(=O)CC(CC(O)=O)(C(O)=O)O, predict the reaction product.